Dataset: Reaction yield outcomes from USPTO patents with 853,638 reactions. Task: Predict the reaction yield, written as a fraction of the theoretical maximum amount of product (1.0 means a 100% yield; for example, 0.34 means a 34% yield). (1) The reactants are Br[CH2:2][C:3]([NH:5][C:6]1[CH:15]=[CH:14][C:9]([C:10]([O:12][CH3:13])=[O:11])=[CH:8][CH:7]=1)=[O:4].[CH3:16][O:17][CH2:18][CH2:19][CH2:20][NH2:21].C(N(CC)CC)C. The catalyst is CN(C)C=O. The product is [CH3:16][O:17][CH2:18][CH2:19][CH2:20][NH:21][CH2:2][C:3]([NH:5][C:6]1[CH:15]=[CH:14][C:9]([C:10]([O:12][CH3:13])=[O:11])=[CH:8][CH:7]=1)=[O:4]. The yield is 0.650. (2) The reactants are F[C:2]1[CH:7]=[C:6]([CH3:8])[CH:5]=[CH:4][N:3]=1.[CH3:9][CH:10]([CH3:13])[C:11]#[N:12]. The catalyst is C1(C)C=CC=CC=1. The product is [CH3:9][C:10]([C:2]1[CH:7]=[C:6]([CH3:8])[CH:5]=[CH:4][N:3]=1)([CH3:13])[C:11]#[N:12]. The yield is 0.920.